Dataset: Forward reaction prediction with 1.9M reactions from USPTO patents (1976-2016). Task: Predict the product of the given reaction. Given the reactants [CH:1]1([C:7]2[C:8]3[S:20][C:19]([C:21]([O:23][CH3:24])=[O:22])=[CH:18][C:9]=3[NH:10][C:11]=2[C:12]2[CH:17]=[CH:16][CH:15]=[CH:14][CH:13]=2)[CH2:6][CH2:5][CH2:4][CH2:3][CH2:2]1.[H-].[Na+].[CH3:27][O:28][CH2:29]Cl, predict the reaction product. The product is: [CH:1]1([C:7]2[C:8]3[S:20][C:19]([C:21]([O:23][CH3:24])=[O:22])=[CH:18][C:9]=3[N:10]([CH2:27][O:28][CH3:29])[C:11]=2[C:12]2[CH:13]=[CH:14][CH:15]=[CH:16][CH:17]=2)[CH2:2][CH2:3][CH2:4][CH2:5][CH2:6]1.